This data is from NCI-60 drug combinations with 297,098 pairs across 59 cell lines. The task is: Regression. Given two drug SMILES strings and cell line genomic features, predict the synergy score measuring deviation from expected non-interaction effect. (1) Drug 1: CCC1=CC2CC(C3=C(CN(C2)C1)C4=CC=CC=C4N3)(C5=C(C=C6C(=C5)C78CCN9C7C(C=CC9)(C(C(C8N6C)(C(=O)OC)O)OC(=O)C)CC)OC)C(=O)OC.C(C(C(=O)O)O)(C(=O)O)O. Drug 2: CC(C)CN1C=NC2=C1C3=CC=CC=C3N=C2N. Cell line: HT29. Synergy scores: CSS=53.9, Synergy_ZIP=0.693, Synergy_Bliss=2.33, Synergy_Loewe=-12.5, Synergy_HSA=0.588. (2) Drug 1: CNC(=O)C1=NC=CC(=C1)OC2=CC=C(C=C2)NC(=O)NC3=CC(=C(C=C3)Cl)C(F)(F)F. Drug 2: CN(CCCl)CCCl.Cl. Cell line: SF-268. Synergy scores: CSS=12.4, Synergy_ZIP=-2.51, Synergy_Bliss=-0.338, Synergy_Loewe=-7.35, Synergy_HSA=-2.45. (3) Drug 1: C1=CC(=CC=C1CC(C(=O)O)N)N(CCCl)CCCl.Cl. Drug 2: C1CCC(C(C1)N)N.C(=O)(C(=O)[O-])[O-].[Pt+4]. Cell line: SR. Synergy scores: CSS=70.9, Synergy_ZIP=-2.75, Synergy_Bliss=-4.14, Synergy_Loewe=-7.97, Synergy_HSA=-2.36. (4) Drug 1: C1CNP(=O)(OC1)N(CCCl)CCCl. Drug 2: C1C(C(OC1N2C=NC(=NC2=O)N)CO)O. Cell line: NCI-H226. Synergy scores: CSS=2.07, Synergy_ZIP=-1.26, Synergy_Bliss=-1.19, Synergy_Loewe=-4.31, Synergy_HSA=-2.69. (5) Drug 1: CN(C)N=NC1=C(NC=N1)C(=O)N. Drug 2: C1=NC2=C(N1)C(=S)N=C(N2)N. Cell line: SK-OV-3. Synergy scores: CSS=41.8, Synergy_ZIP=-9.06, Synergy_Bliss=-5.52, Synergy_Loewe=-34.1, Synergy_HSA=-4.12. (6) Drug 1: C1=C(C(=O)NC(=O)N1)N(CCCl)CCCl. Drug 2: COC1=NC(=NC2=C1N=CN2C3C(C(C(O3)CO)O)O)N. Cell line: MOLT-4. Synergy scores: CSS=89.8, Synergy_ZIP=3.09, Synergy_Bliss=2.50, Synergy_Loewe=2.40, Synergy_HSA=5.85. (7) Drug 1: CC1=CC2C(CCC3(C2CCC3(C(=O)C)OC(=O)C)C)C4(C1=CC(=O)CC4)C. Drug 2: CC1CCC2CC(C(=CC=CC=CC(CC(C(=O)C(C(C(=CC(C(=O)CC(OC(=O)C3CCCCN3C(=O)C(=O)C1(O2)O)C(C)CC4CCC(C(C4)OC)O)C)C)O)OC)C)C)C)OC. Cell line: HCT116. Synergy scores: CSS=13.8, Synergy_ZIP=-7.45, Synergy_Bliss=-6.70, Synergy_Loewe=-23.2, Synergy_HSA=-4.86. (8) Drug 1: CC(CN1CC(=O)NC(=O)C1)N2CC(=O)NC(=O)C2. Drug 2: C1CC(=O)NC(=O)C1N2C(=O)C3=CC=CC=C3C2=O. Cell line: BT-549. Synergy scores: CSS=1.27, Synergy_ZIP=-3.27, Synergy_Bliss=-2.04, Synergy_Loewe=-2.63, Synergy_HSA=-1.86. (9) Drug 1: C1=NC2=C(N1)C(=S)N=C(N2)N. Drug 2: CC1=C(N=C(N=C1N)C(CC(=O)N)NCC(C(=O)N)N)C(=O)NC(C(C2=CN=CN2)OC3C(C(C(C(O3)CO)O)O)OC4C(C(C(C(O4)CO)O)OC(=O)N)O)C(=O)NC(C)C(C(C)C(=O)NC(C(C)O)C(=O)NCCC5=NC(=CS5)C6=NC(=CS6)C(=O)NCCC[S+](C)C)O. Cell line: M14. Synergy scores: CSS=36.9, Synergy_ZIP=-13.7, Synergy_Bliss=-5.36, Synergy_Loewe=-4.92, Synergy_HSA=-2.63. (10) Drug 1: CC1=C2C(C(=O)C3(C(CC4C(C3C(C(C2(C)C)(CC1OC(=O)C(C(C5=CC=CC=C5)NC(=O)OC(C)(C)C)O)O)OC(=O)C6=CC=CC=C6)(CO4)OC(=O)C)OC)C)OC. Synergy scores: CSS=50.7, Synergy_ZIP=-2.36, Synergy_Bliss=3.73, Synergy_Loewe=-9.45, Synergy_HSA=4.85. Cell line: UO-31. Drug 2: C1=NC2=C(N1)C(=S)N=CN2.